Dataset: Full USPTO retrosynthesis dataset with 1.9M reactions from patents (1976-2016). Task: Predict the reactants needed to synthesize the given product. (1) Given the product [C:1]([N:4]1[C:13]2[C:8](=[CH:9][C:10]([C:14]3[CH:19]=[CH:18][C:17]([CH2:20][C:21]([NH:65][CH2:66][CH2:67][NH:68][C:69]([O:70][C:71]([CH3:72])([CH3:74])[CH3:73])=[O:75])=[O:22])=[CH:16][CH:15]=3)=[CH:11][CH:12]=2)[C@H:7]([NH:24][C:25](=[O:26])[O:27][CH:28]([CH3:29])[CH3:30])[CH2:6][C@@H:5]1[CH3:31])(=[O:3])[CH3:2], predict the reactants needed to synthesize it. The reactants are: [C:1]([N:4]1[C:13]2[C:8](=[CH:9][C:10]([C:14]3[CH:19]=[CH:18][C:17]([CH2:20][C:21](O)=[O:22])=[CH:16][CH:15]=3)=[CH:11][CH:12]=2)[C@H:7]([NH:24][C:25]([O:27][CH:28]([CH3:30])[CH3:29])=[O:26])[CH2:6][C@@H:5]1[CH3:31])(=[O:3])[CH3:2].CN(C(ON1N=NC2C=CC=NC1=2)=[N+](C)C)C.F[P-](F)(F)(F)(F)F.CCN(C(C)C)C(C)C.[NH2:65][CH2:66][CH2:67][NH:68][C:69](=[O:75])[O:70][C:71]([CH3:74])([CH3:73])[CH3:72]. (2) Given the product [N:1]1[C:6]2[NH:7][CH:8]=[C:9]([C:10]3[S:14][C:13]([NH:15][C:25](=[O:26])[CH2:24][C:20]4[CH:21]=[CH:22][CH:23]=[C:18]([O:17][CH3:16])[CH:19]=4)=[N:12][N:11]=3)[C:5]=2[CH:4]=[N:3][CH:2]=1, predict the reactants needed to synthesize it. The reactants are: [N:1]1[C:6]2[NH:7][CH:8]=[C:9]([C:10]3[S:14][C:13]([NH2:15])=[N:12][N:11]=3)[C:5]=2[CH:4]=[N:3][CH:2]=1.[CH3:16][O:17][C:18]1[CH:19]=[C:20]([CH2:24][C:25](O)=[O:26])[CH:21]=[CH:22][CH:23]=1.C(N(CC)CC)C.CN(C=O)C. (3) Given the product [ClH:32].[F:31][C:28]1[CH:29]=[CH:30][C:25]([CH2:24][N:11]2[C:12]3[C:17](=[CH:16][CH:15]=[CH:14][CH:13]=3)[C:18]3[CH2:19][C@@H:20]([C:21]([OH:23])=[O:22])[NH:8][CH2:9][C:10]2=3)=[CH:26][CH:27]=1, predict the reactants needed to synthesize it. The reactants are: C(OC([N:8]1[C@H:20]([C:21]([OH:23])=[O:22])[CH2:19][C:18]2[C:17]3[C:12](=[CH:13][CH:14]=[CH:15][CH:16]=3)[N:11]([CH2:24][C:25]3[CH:30]=[CH:29][C:28]([F:31])=[CH:27][CH:26]=3)[C:10]=2[CH2:9]1)=O)(C)(C)C.[ClH:32].C(N(CC)CC)C. (4) The reactants are: [Br:1][C:2]1[CH:7]=[CH:6][C:5]([C:8](=O)[CH:9]=O)=[CH:4][CH:3]=1.[F:12][C:13]1[CH:26]=[CH:25][C:16]([CH2:17][C:18]2[N:19]([NH2:24])[C:20]([NH2:23])=[N:21][N:22]=2)=[CH:15][CH:14]=1. Given the product [Br:1][C:2]1[CH:7]=[CH:6][C:5]([C:8]2[CH:9]=[N:24][N:19]3[C:18]([CH2:17][C:16]4[CH:25]=[CH:26][C:13]([F:12])=[CH:14][CH:15]=4)=[N:22][N:21]=[C:20]3[N:23]=2)=[CH:4][CH:3]=1.[Br:1][C:2]1[CH:7]=[CH:6][C:5]([C:8]2[CH:9]=[N:23][C:20]3[N:19]([C:18]([CH2:17][C:16]4[CH:25]=[CH:26][C:13]([F:12])=[CH:14][CH:15]=4)=[N:22][N:21]=3)[N:24]=2)=[CH:4][CH:3]=1, predict the reactants needed to synthesize it. (5) Given the product [NH2:7][C:8]1[CH:13]=[CH:12][CH:11]=[CH:10][C:9]=1[NH:14][C:15](=[O:45])[CH:16]=[CH:17][C:18]1[CH:22]=[CH:21][N:20]([S:23]([C:26]2[CH:27]=[C:28]3[C:33](=[CH:34][CH:35]=2)[N:32]=[CH:31][N:30]=[C:29]3[NH:36][C:37]2[CH:42]=[CH:41][CH:40]=[C:39]([C:43]#[CH:44])[CH:38]=2)(=[O:25])=[O:24])[CH:19]=1, predict the reactants needed to synthesize it. The reactants are: C(OC(=O)[NH:7][C:8]1[CH:13]=[CH:12][CH:11]=[CH:10][C:9]=1[NH:14][C:15](=[O:45])[CH:16]=[CH:17][C:18]1[CH:22]=[CH:21][N:20]([S:23]([C:26]2[CH:27]=[C:28]3[C:33](=[CH:34][CH:35]=2)[N:32]=[CH:31][N:30]=[C:29]3[NH:36][C:37]2[CH:42]=[CH:41][CH:40]=[C:39]([C:43]#[CH:44])[CH:38]=2)(=[O:25])=[O:24])[CH:19]=1)(C)(C)C.[Na+].[Cl-].N.